The task is: Regression. Given a peptide amino acid sequence and an MHC pseudo amino acid sequence, predict their binding affinity value. This is MHC class I binding data.. This data is from Peptide-MHC class I binding affinity with 185,985 pairs from IEDB/IMGT. (1) The peptide sequence is IKTMMINPF. The MHC is HLA-B15:03 with pseudo-sequence HLA-B15:03. The binding affinity (normalized) is 1.00. (2) The peptide sequence is AYVNQAHHI. The MHC is HLA-A29:02 with pseudo-sequence HLA-A29:02. The binding affinity (normalized) is 0. (3) The peptide sequence is NMLDDFSAGA. The MHC is HLA-A02:01 with pseudo-sequence HLA-A02:01. The binding affinity (normalized) is 0.515.